Task: Regression. Given two drug SMILES strings and cell line genomic features, predict the synergy score measuring deviation from expected non-interaction effect.. Dataset: Merck oncology drug combination screen with 23,052 pairs across 39 cell lines (1) Drug 1: CC1(c2nc3c(C(N)=O)cccc3[nH]2)CCCN1. Drug 2: CCc1cnn2c(NCc3ccc[n+]([O-])c3)cc(N3CCCCC3CCO)nc12. Cell line: HT144. Synergy scores: synergy=-1.29. (2) Drug 1: CC1CC2C3CCC4=CC(=O)C=CC4(C)C3(F)C(O)CC2(C)C1(O)C(=O)CO. Drug 2: C#Cc1cccc(Nc2ncnc3cc(OCCOC)c(OCCOC)cc23)c1. Cell line: NCIH23. Synergy scores: synergy=-1.82. (3) Drug 1: C=CCn1c(=O)c2cnc(Nc3ccc(N4CCN(C)CC4)cc3)nc2n1-c1cccc(C(C)(C)O)n1. Drug 2: CCc1c2c(nc3ccc(O)cc13)-c1cc3c(c(=O)n1C2)COC(=O)C3(O)CC. Cell line: SKMEL30. Synergy scores: synergy=1.16. (4) Drug 2: CCc1cnn2c(NCc3ccc[n+]([O-])c3)cc(N3CCCCC3CCO)nc12. Cell line: UWB1289BRCA1. Synergy scores: synergy=-11.9. Drug 1: CN(Cc1cnc2nc(N)nc(N)c2n1)c1ccc(C(=O)NC(CCC(=O)O)C(=O)O)cc1. (5) Drug 1: O=C(CCCCCCC(=O)Nc1ccccc1)NO. Drug 2: NC1CCCCC1N.O=C(O)C(=O)O.[Pt+2]. Cell line: OVCAR3. Synergy scores: synergy=18.8. (6) Drug 1: O=C(CCCCCCC(=O)Nc1ccccc1)NO. Drug 2: NC(=O)c1cccc2cn(-c3ccc(C4CCCNC4)cc3)nc12. Cell line: UWB1289BRCA1. Synergy scores: synergy=9.95.